Dataset: Forward reaction prediction with 1.9M reactions from USPTO patents (1976-2016). Task: Predict the product of the given reaction. (1) Given the reactants [NH2:1][CH2:2][CH2:3][NH:4]C(=O)OC(C)(C)C.[Cl:12][C:13]1[CH:18]=[CH:17][C:16]([S:19](Cl)(=[O:21])=[O:20])=[CH:15][CH:14]=1.Cl, predict the reaction product. The product is: [ClH:12].[NH2:1][CH2:2][CH2:3][NH:4][S:19]([C:16]1[CH:17]=[CH:18][C:13]([Cl:12])=[CH:14][CH:15]=1)(=[O:21])=[O:20]. (2) Given the reactants C(OC(=O)[NH:7][C:8]1[CH:13]=[C:12]([O:14][CH2:15][CH3:16])[C:11]([C:17]([F:20])([F:19])[F:18])=[CH:10][C:9]=1[NH:21][C:22](=[O:40])[CH2:23][C:24]([C:26]1[CH:31]=[CH:30][CH:29]=[C:28]([C:32]2[CH:37]=[CH:36][N:35]=[C:34]([CH2:38][CH3:39])[CH:33]=2)[CH:27]=1)=O)(C)(C)C.C(O)(C(F)(F)F)=O, predict the reaction product. The product is: [CH2:38]([C:34]1[CH:33]=[C:32]([C:28]2[CH:27]=[C:26]([C:24]3[CH2:23][C:22](=[O:40])[NH:21][C:9]4[CH:10]=[C:11]([C:17]([F:20])([F:18])[F:19])[C:12]([O:14][CH2:15][CH3:16])=[CH:13][C:8]=4[N:7]=3)[CH:31]=[CH:30][CH:29]=2)[CH:37]=[CH:36][N:35]=1)[CH3:39].